Dataset: Experimentally validated miRNA-target interactions with 360,000+ pairs, plus equal number of negative samples. Task: Binary Classification. Given a miRNA mature sequence and a target amino acid sequence, predict their likelihood of interaction. The miRNA is hsa-miR-1238-5p with sequence GUGAGUGGGAGCCCCAGUGUGUG. The protein sequence of the target gene is MSGEPGQTSVAPPPEEVEPGSGVRIVVEYCEPCGFEATYLELASAVKEQYPGIEIESRLGGTGAFEIEINGQLVFSKLENGGFPYEKDLIEAIRRASNGETLEKITNSRPPCVIL. Result: 0 (no interaction).